The task is: Regression. Given a target protein amino acid sequence and a drug SMILES string, predict the binding affinity score between them. We predict pIC50 (pIC50 = -log10(IC50 in M); higher means more potent). Dataset: bindingdb_ic50.. This data is from Drug-target binding data from BindingDB using IC50 measurements. The compound is CN[C@@H](C)C(=O)NC(Cc1ccc(NC(=O)c2ccc(C(=O)N[C@H]3C[C@@H](C(=O)NC4CCCc5ccccc54)N(C(=O)[C@@H](NC(=O)[C@H](C)NC)C(C)(C)C)C3)cc2)cc1)C(=O)N1C[Si](C)(C)C[C@H]1C(=O)NC1CCCc2ccccc21. The target protein sequence is NPFAPDRPPETHADYLLRTGQVVDISDTIYPRNPAMCSEEARLKSFQNWPDYAHLTPRELASAGLYYTGADDQVQCFACGGKLKNWEPGDRAWSEHRRHFPNCFFVLGRNVNVRSESGVSSDRNFPNSTNSPRNPAMAEYEARIVTFGTWTSSVNKEQLARAGFYALGEGDKVKCFHCGGGLTDWKPSEDPWEQHAKWYPGCKYLLDEKGQEYINNIHLTHSLEESLGRTAE. The pIC50 is 8.4.